Dataset: Forward reaction prediction with 1.9M reactions from USPTO patents (1976-2016). Task: Predict the product of the given reaction. (1) The product is: [OH:26][C:20]1[CH:21]=[C:22]([OH:25])[CH:23]=[CH:24][C:19]=1[C@@H:16]1[CH2:15][CH2:14][C@H:13]([NH:12][S:9]([C:5]2[CH:6]=[CH:7][CH:8]=[C:3]([C:1]3[NH:31][N:30]=[N:29][N:2]=3)[CH:4]=2)(=[O:11])=[O:10])[CH2:18][CH2:17]1. Given the reactants [C:1]([C:3]1[CH:4]=[C:5]([S:9]([NH:12][C@H:13]2[CH2:18][CH2:17][C@@H:16]([C:19]3[CH:24]=[CH:23][C:22]([OH:25])=[CH:21][C:20]=3[OH:26])[CH2:15][CH2:14]2)(=[O:11])=[O:10])[CH:6]=[CH:7][CH:8]=1)#[N:2].[NH4+].[Cl-].[N-:29]=[N+:30]=[N-:31].[Na+], predict the reaction product. (2) Given the reactants Br[C:2]1[CH:3]=[C:4]([NH:8][C@@H:9]([C:12]2[CH:17]=[CH:16][CH:15]=[CH:14][C:13]=2[Cl:18])[CH2:10][OH:11])[CH:5]=[N:6][CH:7]=1.C([O-])([O-])=O.[K+].[K+].[NH:25]1[C:33]2[C:28](=[CH:29][C:30](B3OC(C)(C)C(C)(C)O3)=[CH:31][CH:32]=2)[CH2:27][C:26]1=[O:43], predict the reaction product. The product is: [Cl:18][C:13]1[CH:14]=[CH:15][CH:16]=[CH:17][C:12]=1[C@H:9]([NH:8][C:4]1[CH:3]=[C:2]([C:30]2[CH:29]=[C:28]3[C:33](=[CH:32][CH:31]=2)[NH:25][C:26](=[O:43])[CH2:27]3)[CH:7]=[N:6][CH:5]=1)[CH2:10][OH:11]. (3) The product is: [CH:11]1([C:3]2[NH:2][C:10]3[C:5]([CH:4]=2)=[CH:6][C:7]([C:22]2[N:18]([CH3:17])[N:19]=[C:20]([CH3:26])[CH:21]=2)=[CH:8][CH:9]=3)[CH2:16][CH2:15][CH2:14][CH2:13][CH2:12]1. Given the reactants Br[N:2]1[C:10]2[C:5](=[CH:6][CH:7]=[CH:8][CH:9]=2)[CH:4]=[C:3]1[CH:11]1[CH2:16][CH2:15][CH2:14][CH2:13][CH2:12]1.[CH3:17][N:18]1[C:22](B(O)O)=[CH:21][C:20]([C:26](F)(F)F)=[N:19]1.C(=O)([O-])[O-].[K+].[K+].O, predict the reaction product.